Task: Predict the product of the given reaction.. Dataset: Forward reaction prediction with 1.9M reactions from USPTO patents (1976-2016) (1) Given the reactants [CH3:1][C:2]1[NH:6][C:5]2[CH:7]=[CH:8][C:9]([C:11]3[CH:12]=[CH:13][C:14]4[O:20][CH2:19][CH2:18][N:17]([C:21]5[C:26]([CH:27]([CH3:29])[CH3:28])=[C:25]([CH3:30])[N:24]=[C:23](S(C)(=O)=O)[N:22]=5)[CH2:16][C:15]=4[CH:35]=3)=[CH:10][C:4]=2[N:3]=1.[NH2:36][CH:37]1[CH2:40][N:39]([C:41]([O:43][C:44]([CH3:47])([CH3:46])[CH3:45])=[O:42])[CH2:38]1.[Cl-].[Li+], predict the reaction product. The product is: [CH3:30][C:25]1[C:26]([CH:27]([CH3:29])[CH3:28])=[C:21]([N:17]2[CH2:16][C:15]3[CH:35]=[C:11]([C:9]4[CH:8]=[CH:7][C:5]5[NH:6][C:2]([CH3:1])=[N:3][C:4]=5[CH:10]=4)[CH:12]=[CH:13][C:14]=3[O:20][CH2:19][CH2:18]2)[N:22]=[C:23]([NH:36][CH:37]2[CH2:38][N:39]([C:41]([O:43][C:44]([CH3:47])([CH3:46])[CH3:45])=[O:42])[CH2:40]2)[N:24]=1. (2) The product is: [N:25]1([CH2:24][CH2:23][CH2:22][O:16][C:13]2[CH:14]=[CH:15][C:10]([N:2]3[CH:3]=[C:4]4[C:9]([CH:8]=[CH:7][CH:6]=[CH:5]4)=[N:1]3)=[CH:11][CH:12]=2)[CH2:29][CH2:28][CH2:27][CH2:26]1. Given the reactants [N:1]1[N:2]([C:10]2[CH:15]=[CH:14][C:13]([OH:16])=[CH:12][CH:11]=2)[CH:3]=[C:4]2[C:9]=1[CH:8]=[CH:7][CH:6]=[CH:5]2.[I-].[Na+].[H-].[Na+].Cl[CH2:22][CH2:23][CH2:24][N:25]1[CH2:29][CH2:28][CH2:27][CH2:26]1, predict the reaction product. (3) Given the reactants C1C=C(Cl)C=C(C(OO)=O)C=1.[N:12]1([C:18](=[O:39])[CH2:19][CH2:20][CH2:21][CH2:22][N:23]2[C:35]3[C:34]4[CH:33]=[CH:32][CH:31]=[CH:30][C:29]=4[N:28]=[CH:27][C:26]=3[N:25]=[C:24]2[CH2:36][CH2:37][CH3:38])[CH2:17][CH2:16][O:15][CH2:14][CH2:13]1.[OH-].[NH4+:41].C1(C)C=CC(S(Cl)(=O)=O)=CC=1, predict the reaction product. The product is: [N:12]1([C:18](=[O:39])[CH2:19][CH2:20][CH2:21][CH2:22][N:23]2[C:35]3[C:34]4[CH:33]=[CH:32][CH:31]=[CH:30][C:29]=4[N:28]=[C:27]([NH2:41])[C:26]=3[N:25]=[C:24]2[CH2:36][CH2:37][CH3:38])[CH2:13][CH2:14][O:15][CH2:16][CH2:17]1. (4) Given the reactants [F:1][C:2]1[CH:11]=[C:10]([F:12])[CH:9]=[C:8]2[C:3]=1[CH2:4][CH2:5][CH2:6][C:7]2=O.[CH2:14]([Mg]Br)[CH:15]=[CH2:16], predict the reaction product. The product is: [F:1][C:2]1[CH:11]=[C:10]([F:12])[CH:9]=[C:8]2[C:3]=1[CH2:4][CH2:5][CH:6]=[C:7]2[CH2:16][CH:15]=[CH2:14]. (5) Given the reactants CC([O-])(C)C.[K+].[Cl:7][C:8]1[CH:13]=[CH:12][CH:11]=[CH:10][C:9]=1[N+:14]([O-:16])=[O:15].Cl[CH:18]([CH3:24])[C:19]([O:21][CH2:22][CH3:23])=[O:20].Cl, predict the reaction product. The product is: [Cl:7][C:8]1[CH:13]=[C:12]([CH:18]([CH3:24])[C:19]([O:21][CH2:22][CH3:23])=[O:20])[CH:11]=[CH:10][C:9]=1[N+:14]([O-:16])=[O:15]. (6) Given the reactants Br[CH2:2][C:3]1[N:7]([CH3:8])[N:6]([C:9]2[CH:14]=[CH:13][C:12]([Cl:15])=[CH:11][CH:10]=2)[C:5](=[O:16])[C:4]=1[Cl:17].[Cl:18][C:19]1[CH:20]=[CH:21][C:22]([O:32][CH3:33])=[C:23]([N:25]2[CH2:30][CH2:29][N:28](C)[CH2:27][CH2:26]2)[CH:24]=1.[C:34]([O-])([O-])=O.[K+].[K+], predict the reaction product. The product is: [Cl:17][C:4]1[C:5](=[O:16])[N:6]([C:9]2[CH:14]=[CH:13][C:12]([Cl:15])=[CH:11][CH:10]=2)[N:7]([CH2:8][CH3:34])[C:3]=1[CH2:2][N:28]1[CH2:27][CH2:26][N:25]([C:23]2[CH:24]=[C:19]([Cl:18])[CH:20]=[CH:21][C:22]=2[O:32][CH3:33])[CH2:30][CH2:29]1. (7) Given the reactants [H-].[Na+].[C:3]([O:7][C:8]([NH:10][C@@H:11]1[CH2:16][CH2:15][CH2:14][N:13](/[C:17](=[N:34]\[C:35]#[N:36])/[N:18]([CH2:25][C:26]2[CH:31]=[C:30]([F:32])[CH:29]=[CH:28][C:27]=2[Cl:33])[CH2:19][C:20]([O:22][CH2:23][CH3:24])=[O:21])[CH2:12]1)=[O:9])([CH3:6])([CH3:5])[CH3:4].O.[Cl-].[NH4+], predict the reaction product. The product is: [NH2:36][C:35]1[N:34]=[C:17]([N:13]2[CH2:14][CH2:15][CH2:16][C@@H:11]([NH:10][C:8]([O:7][C:3]([CH3:4])([CH3:5])[CH3:6])=[O:9])[CH2:12]2)[N:18]([CH2:25][C:26]2[CH:31]=[C:30]([F:32])[CH:29]=[CH:28][C:27]=2[Cl:33])[C:19]=1[C:20]([O:22][CH2:23][CH3:24])=[O:21].